From a dataset of Reaction yield outcomes from USPTO patents with 853,638 reactions. Predict the reaction yield, written as a fraction of the theoretical maximum amount of product (1.0 means a 100% yield; for example, 0.34 means a 34% yield). (1) The reactants are [C:1]([O:4][CH:5]([CH2:17][CH2:18][S:19][CH3:20])[C:6]([NH:8][CH2:9][CH2:10][CH2:11][CH2:12][CH2:13][CH2:14][CH2:15][CH3:16])=[O:7])(=[O:3])[CH3:2].C1C=C(Cl)C=C(C(OO)=[O:29])C=1. The catalyst is ClCCl. The product is [C:1]([O:4][CH:5]([CH2:17][CH2:18][S:19]([CH3:20])=[O:29])[C:6]([NH:8][CH2:9][CH2:10][CH2:11][CH2:12][CH2:13][CH2:14][CH2:15][CH3:16])=[O:7])(=[O:3])[CH3:2]. The yield is 1.00. (2) The reactants are C([C:3](CC)([C:7]([O-:9])=[O:8])C([O-])=O)C.[H-].[Na+].[H][H].[C:16]12[C:22](=[CH:23][CH:24]=[CH:25][CH:26]=1)[NH:21][C:20](=[O:27])[O:19][C:17]2=O.Cl.[CH3:29][C:30](N(C)C)=O. The product is [CH2:29]([O:9][C:7]([C:3]1[C:20](=[O:27])[NH:21][C:22]2[C:16]([C:17]=1[OH:19])=[CH:26][CH:25]=[CH:24][CH:23]=2)=[O:8])[CH3:30]. No catalyst specified. The yield is 0.470.